From a dataset of Catalyst prediction with 721,799 reactions and 888 catalyst types from USPTO. Predict which catalyst facilitates the given reaction. (1) Reactant: [CH3:1][O:2][C:3]([NH:5][CH:6]([CH2:10][C:11]1[C:20]2[C:15](=[CH:16][CH:17]=[CH:18][CH:19]=2)[C:14]([N+:21]([O-:23])=[O:22])=[CH:13][CH:12]=1)[C:7]([OH:9])=[O:8])=[O:4].N1C=CC=CC=1.[CH3:30][Si:31]([CH3:36])([CH3:35])[CH2:32][CH2:33]O.C1(N=C=NC2CCCCC2)CCCCC1. Product: [CH3:30][Si:31]([CH3:36])([CH3:35])[CH2:32][CH2:33][O:8][C:7](=[O:9])[CH:6]([NH:5][C:3]([O:2][CH3:1])=[O:4])[CH2:10][C:11]1[C:20]2[C:15](=[CH:16][CH:17]=[CH:18][CH:19]=2)[C:14]([N+:21]([O-:23])=[O:22])=[CH:13][CH:12]=1. The catalyst class is: 10. (2) Reactant: [O:1]1[C:6](=[O:7])[CH2:5][CH2:4][CH2:3][C:2]1=[O:8].[NH2:9][C:10]1[CH:17]=[CH:16][C:13]([C:14]#[N:15])=[CH:12][CH:11]=1. Product: [C:14]([C:13]1[CH:16]=[CH:17][C:10]([NH:9][C:2](=[O:8])[CH2:3][CH2:4][CH2:5][C:6]([OH:1])=[O:7])=[CH:11][CH:12]=1)#[N:15]. The catalyst class is: 1. (3) The catalyst class is: 9. Reactant: [CH3:1][C:2]1[O:6][N:5]=[C:4]([C:7]2[CH:12]=[CH:11][CH:10]=[CH:9][CH:8]=2)[C:3]=1[C:13]([OH:15])=O.[NH:16]1[CH2:20][CH2:19][CH2:18][CH:17]1[CH2:21][C:22]1[CH:23]=[N:24][CH:25]=[CH:26][CH:27]=1.F[B-](F)(F)F.N1(OC(N(C)C)=[N+](C)C)C2C=CC=CC=2N=N1.C(N(C(C)C)CC)(C)C. Product: [CH3:1][C:2]1[O:6][N:5]=[C:4]([C:7]2[CH:8]=[CH:9][CH:10]=[CH:11][CH:12]=2)[C:3]=1[C:13]([N:16]1[CH2:20][CH2:19][CH2:18][CH:17]1[CH2:21][C:22]1[CH:23]=[N:24][CH:25]=[CH:26][CH:27]=1)=[O:15]. (4) Reactant: [NH2:1][C:2]1[CH:7]=[CH:6][C:5]([C:8]2[C:16]3[C:11](=[N:12][CH:13]=[N:14][C:15]=3[NH2:17])[N:10]([CH:18]3[CH2:23][CH2:22][CH:21]([N:24]4[CH2:29][CH2:28][N:27]([CH3:30])[CH2:26][CH2:25]4)[CH2:20][CH2:19]3)[N:9]=2)=[CH:4][C:3]=1[Cl:31].[CH3:32][C:33]1[O:37][C:36]([CH:38]=O)=[CH:35][CH:34]=1.[C:40]([OH:43])(=[O:42])[CH3:41].C(O[BH-](OC(=O)C)OC(=O)C)(=O)C.[Na+]. Product: [C:40]([OH:43])(=[O:42])[CH3:41].[Cl:31][C:3]1[CH:4]=[C:5]([C:8]2[C:16]3[C:11](=[N:12][CH:13]=[N:14][C:15]=3[NH2:17])[N:10]([C@H:18]3[CH2:23][CH2:22][C@H:21]([N:24]4[CH2:25][CH2:26][N:27]([CH3:30])[CH2:28][CH2:29]4)[CH2:20][CH2:19]3)[N:9]=2)[CH:6]=[CH:7][C:2]=1[NH:1][CH2:38][C:36]1[O:37][C:33]([CH3:32])=[CH:34][CH:35]=1. The catalyst class is: 26. (5) Product: [N:16]1[CH:17]=[CH:18][CH:19]=[C:14]([S:13][C:9]2[C:8]([C:20]3[CH:25]=[CH:24][CH:23]=[CH:22][CH:21]=3)=[C:7]([CH:12]=[CH:11][CH:10]=2)[C:6]([OH:26])=[O:5])[CH:15]=1. Reactant: C([O:5][C:6](=[O:26])[C:7]1[CH:12]=[CH:11][CH:10]=[C:9]([S:13][C:14]2[CH:15]=[N:16][CH:17]=[CH:18][CH:19]=2)[C:8]=1[C:20]1[CH:25]=[CH:24][CH:23]=[CH:22][CH:21]=1)(C)(C)C.C([SiH](CC)CC)C.FC(F)(F)C(O)=O. The catalyst class is: 4. (6) Reactant: [CH:1]([NH:4][C@@H:5]([CH2:10][CH3:11])[C:6]([O:8][CH3:9])=[O:7])([CH3:3])[CH3:2].C(=O)(O)[O-].[Na+].[Cl:17][C:18]1[N:23]=[C:22](Cl)[C:21]([N+:25]([O-:27])=[O:26])=[CH:20][N:19]=1.ClCCl. The catalyst class is: 244. Product: [Cl:17][C:18]1[N:23]=[C:22]([N:4]([CH:1]([CH3:3])[CH3:2])[C@@H:5]([CH2:10][CH3:11])[C:6]([O:8][CH3:9])=[O:7])[C:21]([N+:25]([O-:27])=[O:26])=[CH:20][N:19]=1. (7) Reactant: [OH:1]/[N:2]=[C:3](/[C@@H:5]1[C@:21]2([CH3:22])[C@H:8]([C@H:9]3[C@H:18]([CH2:19][CH2:20]2)[C@:17]2([CH3:23])[C:12](=[CH:13][C:14](=[O:24])[CH2:15][CH2:16]2)[CH2:11][CH2:10]3)[CH2:7][CH2:6]1)\[CH3:4].[C:25](O)(=[O:32])C1C=CC=NC=1.[CH:34](N(CC)C(C)C)(C)C.CCN=C=N[CH2:48][CH2:49][CH2:50][N:51]([CH3:53])C. Product: [CH3:23][C@:17]12[CH2:16][CH2:15][C:14](=[O:24])[CH:13]=[C:12]1[CH2:11][CH2:10][C@@H:9]1[C@@H:18]2[CH2:19][CH2:20][C@@:21]2([CH3:22])[C@H:8]1[CH2:7][CH2:6][C@@H:5]2/[C:3](=[N:2]/[O:1][C:25](=[O:32])[C:50]1[CH:49]=[CH:48][CH:34]=[CH:53][N:51]=1)/[CH3:4]. The catalyst class is: 166. (8) Reactant: [CH2:1]([O:3][C:4]1[CH:9]=[CH:8][CH:7]=[C:6]([F:10])[C:5]=1[O:11][CH2:12][CH3:13])[CH3:2].O[CH2:15][N:16]1[C:20](=[O:21])[C:19]2=[CH:22][CH:23]=[CH:24][CH:25]=[C:18]2[C:17]1=[O:26].S(=O)(=O)(O)O.O. Product: [CH2:12]([O:11][C:5]1[C:6]([F:10])=[C:7]([CH:8]=[CH:9][C:4]=1[O:3][CH2:1][CH3:2])[CH2:15][N:16]1[C:20](=[O:21])[C:19]2[C:18](=[CH:25][CH:24]=[CH:23][CH:22]=2)[C:17]1=[O:26])[CH3:13]. The catalyst class is: 57.